Dataset: Catalyst prediction with 721,799 reactions and 888 catalyst types from USPTO. Task: Predict which catalyst facilitates the given reaction. (1) Reactant: Br[C:2]1[C:10]2[C:9]3[CH:11]=[CH:12][CH:13]=[CH:14][C:8]=3[O:7][C:6]=2[C:5]([NH:15][C:16](=[O:18])[CH3:17])=[C:4](Br)[CH:3]=1.[CH3:20][C:21]1(C)[C:25](C)(C)OB(C(C)=C)O1.[O-]P([O-])([O-])=O.[K+].[K+].[K+].[CH:40]1(P(C2CCCCC2)C2C=CC=CC=2C2C(OC)=CC=CC=2OC)[CH2:45]CCC[CH2:41]1. Product: [CH2:20]=[C:21]([C:2]1[C:10]2[C:9]3[CH:11]=[CH:12][CH:13]=[CH:14][C:8]=3[O:7][C:6]=2[C:5]([NH:15][C:16](=[O:18])[CH3:17])=[C:4]([C:40]([CH3:45])=[CH2:41])[CH:3]=1)[CH3:25]. The catalyst class is: 720. (2) Reactant: [F:1][C:2]1[CH:3]=[C:4]2[C:9](=[CH:10][C:11]=1F)[NH:8][C:7](=[O:13])[CH:6]=[C:5]2[CH2:14][OH:15].[OH:16][CH:17]1[CH2:22][CH2:21][NH:20][CH2:19][CH2:18]1.C(N(C(C)C)CC)(C)C.CS(C)=O. Product: [F:1][C:2]1[CH:3]=[C:4]2[C:9](=[CH:10][C:11]=1[N:20]1[CH2:21][CH2:22][CH:17]([OH:16])[CH2:18][CH2:19]1)[NH:8][C:7](=[O:13])[CH:6]=[C:5]2[CH2:14][OH:15]. The catalyst class is: 6. (3) Reactant: [ClH:1].[CH3:2][C:3]1[CH:8]=[CH:7][C:6]([C:9]2[C:10]([C:15]([NH:17][C:18]3[CH:19]=[C:20]4[C:24](=[CH:25][CH:26]=3)[N:23]([C:27](=[O:35])[CH2:28][C:29]3[CH:34]=[CH:33][CH:32]=[CH:31][N:30]=3)[CH2:22][CH2:21]4)=[O:16])=[CH:11][CH:12]=[CH:13][CH:14]=2)=[CH:5][CH:4]=1. Product: [ClH:1].[CH3:2][C:3]1[CH:8]=[CH:7][C:6]([C:9]2[C:10]([C:15]([NH:17][C:18]3[CH:19]=[C:20]4[C:24](=[CH:25][CH:26]=3)[N:23]([C:27](=[O:35])[CH2:28][C:29]3[CH:34]=[CH:33][CH:32]=[CH:31][N:30]=3)[CH2:22][CH2:21]4)=[O:16])=[CH:11][CH:12]=[CH:13][CH:14]=2)=[CH:5][CH:4]=1. The catalyst class is: 97. (4) Reactant: [C:1]([N:4]1[CH2:9][CH2:8][N:7]([C:10]2[CH:15]=[CH:14][C:13]([NH:16][C:17]3[N:18]=[C:19]([N:36]4[CH2:41][CH2:40][CH2:39][CH:38]([C:42]([NH2:44])=[O:43])[CH2:37]4)[C:20]4[CH:25]=[CH:24][N:23](S(C5C=CC(C)=CC=5)(=O)=O)[C:21]=4[N:22]=3)=[CH:12][CH:11]=2)[CH2:6][CH2:5]1)(=[O:3])[CH3:2].[OH-].[K+]. Product: [N:7]1([C:10]2[CH:15]=[CH:14][C:13]([NH:16][C:17]3[N:18]=[C:19]([N:36]4[CH2:41][CH2:40][CH2:39][CH:38]([C:42]([NH2:44])=[O:43])[CH2:37]4)[C:20]4[CH:25]=[CH:24][NH:23][C:21]=4[N:22]=3)=[CH:12][CH:11]=2)[CH2:6][CH2:5][NH:4][CH2:9][CH2:8]1.[C:1]([N:4]1[CH2:5][CH2:6][N:7]([C:10]2[CH:15]=[CH:14][C:13]([NH:16][C:17]3[N:18]=[C:19]([N:36]4[CH2:41][CH2:40][CH2:39][CH:38]([C:42]([NH2:44])=[O:43])[CH2:37]4)[C:20]4[CH:25]=[CH:24][NH:23][C:21]=4[N:22]=3)=[CH:12][CH:11]=2)[CH2:8][CH2:9]1)(=[O:3])[CH3:2]. The catalyst class is: 5.